Dataset: Forward reaction prediction with 1.9M reactions from USPTO patents (1976-2016). Task: Predict the product of the given reaction. (1) Given the reactants [C:1]([O:5][C:6]([NH:8][CH:9]([C:15]([CH3:19])([CH3:18])[CH:16]=[CH2:17])[C:10]([O:12]CC)=[O:11])=[O:7])([CH3:4])([CH3:3])[CH3:2].[OH-].[Na+].[OH-].[K+], predict the reaction product. The product is: [C:1]([O:5][C:6]([NH:8][CH:9]([C:15]([CH3:19])([CH3:18])[CH:16]=[CH2:17])[C:10]([OH:12])=[O:11])=[O:7])([CH3:4])([CH3:3])[CH3:2]. (2) The product is: [C:1]1([CH:7]2[CH2:12][CH2:11][CH2:10][NH:9][CH:8]2[C:13]([NH:15][C:16]2[CH:17]=[CH:18][C:19]([C:20]([O:22][C:23]([CH3:24])([CH3:26])[CH3:25])=[O:21])=[CH:27][CH:28]=2)=[O:14])[CH:6]=[CH:5][CH:4]=[CH:3][CH:2]=1. Given the reactants [C:1]1([C:7]2[C:8]([C:13]([NH:15][C:16]3[CH:28]=[CH:27][C:19]([C:20]([O:22][C:23]([CH3:26])([CH3:25])[CH3:24])=[O:21])=[CH:18][CH:17]=3)=[O:14])=[N:9][CH:10]=[CH:11][CH:12]=2)[CH:6]=[CH:5][CH:4]=[CH:3][CH:2]=1.Cl, predict the reaction product. (3) Given the reactants [N:1]1[CH:6]=[CH:5][CH:4]=[CH:3][C:2]=1[CH:7]=O.[NH2:9][CH:10]([P:19](=[O:26])([O:23][CH2:24][CH3:25])[O:20][CH2:21][CH3:22])[P:11](=[O:18])([O:15][CH2:16][CH3:17])[O:12][CH2:13][CH3:14].C1(C)C=CC(S(O)(=O)=O)=CC=1, predict the reaction product. The product is: [N:1]1[CH:6]=[CH:5][CH:4]=[CH:3][C:2]=1[CH2:7][NH:9][CH:10]([P:11](=[O:18])([O:12][CH2:13][CH3:14])[O:15][CH2:16][CH3:17])[P:19](=[O:26])([O:23][CH2:24][CH3:25])[O:20][CH2:21][CH3:22]. (4) Given the reactants [Cl:1][C:2]1[S:6][C:5]([C:7]([OH:9])=O)=[CH:4][CH:3]=1.CN(C(ON1N=NC2C=CC=CC1=2)=[N+](C)C)C.[B-](F)(F)(F)F.CN1CCOCC1.[NH2:39][C@H:40]([CH2:56][CH2:57][C:58]1[NH:62][N:61]=[N:60][N:59]=1)[C:41]([NH:43][C:44]1[CH:55]=[CH:54][C:47]2[CH2:48][CH2:49][N:50]([CH3:53])[CH2:51][CH2:52][C:46]=2[CH:45]=1)=[O:42].C(O)(C(F)(F)F)=O, predict the reaction product. The product is: [NH:62]1[C:58]([CH2:57][CH2:56][C@@H:40]([NH:39][C:7]([C:5]2[S:6][C:2]([Cl:1])=[CH:3][CH:4]=2)=[O:9])[C:41](=[O:42])[NH:43][C:44]2[CH:55]=[CH:54][C:47]3[CH2:48][CH2:49][N:50]([CH3:53])[CH2:51][CH2:52][C:46]=3[CH:45]=2)=[N:59][N:60]=[N:61]1. (5) Given the reactants [F:1][C:2]1[CH:3]=[C:4]2[C:10]([C:11]3[N:12]=[N:13][C:14]4[C:19]([CH3:21])([CH3:20])[C:18](=[O:22])[N:17](COCC[Si](C)(C)C)[C:15]=4[N:16]=3)=[N:9][N:8]([CH2:31][CH2:32][C:33]([F:38])([F:37])[CH:34]([F:36])[F:35])[C:5]2=[N:6][CH:7]=1.FC(F)(F)C(O)=O, predict the reaction product. The product is: [F:1][C:2]1[CH:3]=[C:4]2[C:10]([C:11]3[N:12]=[N:13][C:14]4[C:19]([CH3:21])([CH3:20])[C:18](=[O:22])[NH:17][C:15]=4[N:16]=3)=[N:9][N:8]([CH2:31][CH2:32][C:33]([F:38])([F:37])[CH:34]([F:35])[F:36])[C:5]2=[N:6][CH:7]=1. (6) Given the reactants Cl[C:2](OC1C=CC([N+]([O-])=O)=CC=1)=[O:3].[Br:14][C:15]1[CH:21]=[CH:20][C:18]([NH2:19])=[CH:17][C:16]=1[C:22]([F:25])([F:24])[F:23].N1C=CC=CC=1.[NH2:32][CH2:33][CH2:34][OH:35].C(N(CC)CC)C.Cl, predict the reaction product. The product is: [Br:14][C:15]1[CH:21]=[CH:20][C:18]([NH:19][C:2]([NH:32][CH2:33][CH2:34][OH:35])=[O:3])=[CH:17][C:16]=1[C:22]([F:23])([F:24])[F:25]. (7) Given the reactants CC1(C)[O:6][C:5](=[CH:7][C:8]([N:10]([CH2:13][C:14]2[CH:19]=[CH:18][C:17]([F:20])=[CH:16][C:15]=2[C:21]([F:24])([F:23])[F:22])[O:11][CH3:12])=[O:9])[C:4](=[O:25])O1.C=O.[CH3:29][NH2:30].[CH3:31]O, predict the reaction product. The product is: [F:20][C:17]1[CH:18]=[CH:19][C:14]([CH2:13][N:10]([O:11][CH3:12])[C:8]([C:7]2[CH2:29][N:30]([CH3:31])[C:4](=[O:25])[C:5]=2[OH:6])=[O:9])=[C:15]([C:21]([F:22])([F:23])[F:24])[CH:16]=1. (8) Given the reactants [N+:1]([C:4]1[CH:9]=[CH:8][C:7]([CH2:10][C:11]([NH2:13])=[O:12])=[CH:6][CH:5]=1)([O-])=O.[H][H], predict the reaction product. The product is: [NH2:1][C:4]1[CH:5]=[CH:6][C:7]([CH2:10][C:11]([NH2:13])=[O:12])=[CH:8][CH:9]=1.